From a dataset of Peptide-MHC class I binding affinity with 185,985 pairs from IEDB/IMGT. Regression. Given a peptide amino acid sequence and an MHC pseudo amino acid sequence, predict their binding affinity value. This is MHC class I binding data. (1) The binding affinity (normalized) is 0.0847. The MHC is HLA-B15:01 with pseudo-sequence HLA-B15:01. The peptide sequence is SDDQLRLLK. (2) The peptide sequence is GVFAWVARR. The MHC is HLA-A03:01 with pseudo-sequence HLA-A03:01. The binding affinity (normalized) is 0.586.